This data is from Forward reaction prediction with 1.9M reactions from USPTO patents (1976-2016). The task is: Predict the product of the given reaction. (1) Given the reactants [H-].[Na+].[CH:3]1([CH2:9][N:10]2[C:18]3[C:13](=[CH:14][CH:15]=[CH:16][C:17]=3[OH:19])[C:12]([C:20]([N:22]3[CH2:27][CH2:26][N:25]([CH2:28][CH3:29])[CH2:24][CH2:23]3)=[O:21])=[CH:11]2)[CH2:8][CH2:7][CH2:6][CH2:5][CH2:4]1.Br[CH2:31][CH2:32][F:33], predict the reaction product. The product is: [CH:3]1([CH2:9][N:10]2[C:18]3[C:13](=[CH:14][CH:15]=[CH:16][C:17]=3[O:19][CH2:31][CH2:32][F:33])[C:12]([C:20]([N:22]3[CH2:23][CH2:24][N:25]([CH2:28][CH3:29])[CH2:26][CH2:27]3)=[O:21])=[CH:11]2)[CH2:8][CH2:7][CH2:6][CH2:5][CH2:4]1. (2) Given the reactants [NH2:1][CH2:2][C:3]1[CH:4]=[C:5]2[C:9](=[CH:10][CH:11]=1)[C:8](=[O:12])[N:7]([CH:13]1[CH2:18][CH2:17][C:16](=[O:19])[NH:15][C:14]1=[O:20])[CH2:6]2.S(O)(=O)(=O)C.[F:26][C:27]([F:35])([C:31]([OH:34])([CH3:33])[CH3:32])[C:28](O)=[O:29].C(N(C(C)C)CC)(C)C.F[P-](F)(F)(F)(F)F.CN(C(N(C)C)=[N+]1C2C(=NC=CC=2)[N+]([O-])=N1)C, predict the reaction product. The product is: [O:20]=[C:14]1[CH:13]([N:7]2[CH2:6][C:5]3[C:9](=[CH:10][CH:11]=[C:3]([CH2:2][NH:1][C:28](=[O:29])[C:27]([F:35])([F:26])[C:31]([OH:34])([CH3:33])[CH3:32])[CH:4]=3)[C:8]2=[O:12])[CH2:18][CH2:17][C:16](=[O:19])[NH:15]1. (3) Given the reactants [C:1]([C:3]1[CH:25]=[C:24]([C:26]2[N:31]=[C:30]([NH:32][C:33]3[CH:38]=[CH:37][C:36]([N:39]4[CH2:44][CH2:43][N:42]([CH:45]5[CH2:48][O:47][CH2:46]5)[CH2:41][CH2:40]4)=[CH:35][CH:34]=3)[N:29]=[CH:28][N:27]=2)[CH:23]=[CH:22][C:4]=1[O:5][C@@H:6]1[C@H:11]([F:12])[CH2:10][N:9]([C:13](OC(C)(C)C)=[O:14])[CH2:8][C:7]1([CH3:21])[CH3:20])#[N:2].[O:49]=[C:50]1[NH:54][C@H:53](C(O)=O)[CH2:52][CH2:51]1, predict the reaction product. The product is: [F:12][C@@H:11]1[CH2:10][N:9]([C:13]([C@@H:53]2[CH2:52][CH2:51][C:50](=[O:49])[NH:54]2)=[O:14])[CH2:8][C:7]([CH3:20])([CH3:21])[C@@H:6]1[O:5][C:4]1[CH:22]=[CH:23][C:24]([C:26]2[N:31]=[C:30]([NH:32][C:33]3[CH:34]=[CH:35][C:36]([N:39]4[CH2:40][CH2:41][N:42]([CH:45]5[CH2:46][O:47][CH2:48]5)[CH2:43][CH2:44]4)=[CH:37][CH:38]=3)[N:29]=[CH:28][N:27]=2)=[CH:25][C:3]=1[C:1]#[N:2]. (4) The product is: [CH3:3][C:4]1[CH:5]=[CH:6][C:7]([O:10][C:12]2[CH:17]=[CH:16][C:15]([N+:18]([O-:20])=[O:19])=[CH:14][C:13]=2[CH3:21])=[CH:8][N:9]=1. Given the reactants [H-].[Na+].[CH3:3][C:4]1[N:9]=[CH:8][C:7]([OH:10])=[CH:6][CH:5]=1.F[C:12]1[CH:17]=[CH:16][C:15]([N+:18]([O-:20])=[O:19])=[CH:14][C:13]=1[CH3:21], predict the reaction product. (5) Given the reactants [CH2:1]([N:8]([CH2:15][C:16]1[CH:21]=[CH:20][CH:19]=[CH:18][CH:17]=1)[CH2:9][CH2:10][NH:11][CH2:12][CH2:13][F:14])[C:2]1[CH:7]=[CH:6][CH:5]=[CH:4][CH:3]=1.[CH3:22][C:23]([O:26][C:27](O[C:27]([O:26][C:23]([CH3:25])([CH3:24])[CH3:22])=[O:28])=[O:28])([CH3:25])[CH3:24].C(N(CC)CC)C.C(=O)(O)[O-].[Na+], predict the reaction product. The product is: [C:23]([O:26][C:27](=[O:28])[N:11]([CH2:10][CH2:9][N:8]([CH2:1][C:2]1[CH:3]=[CH:4][CH:5]=[CH:6][CH:7]=1)[CH2:15][C:16]1[CH:17]=[CH:18][CH:19]=[CH:20][CH:21]=1)[CH2:12][CH2:13][F:14])([CH3:25])([CH3:24])[CH3:22]. (6) The product is: [Cl:1][C:2]1[CH:7]=[CH:6][C:5]([C@@H:29]([OH:30])[C:13]2[CH:18]=[CH:17][CH:16]=[CH:15][CH:14]=2)=[CH:4][CH:3]=1. Given the reactants [Cl:1][C:2]1[CH:7]=[CH:6][C:5]([Mg]Br)=[CH:4][CH:3]=1.[Mg].[Br-].Cl[C:13]1[CH:18]=[CH:17][CH:16]=[CH:15][CH:14]=1.C1([Mg]Br)C=CC=CC=1.C1C[O:30][CH2:29]C1, predict the reaction product. (7) Given the reactants [Cl:1][C:2]1[C:8]([F:9])=[C:7](Br)[C:6]([CH3:11])=[C:5]([F:12])[C:3]=1[NH2:4].P([O-])([O-])([O-])=O.[K+].[K+].[K+].C1(P([CH:34]2[CH2:39][CH2:38]CCC2)C2CCCCC2)CCCCC1, predict the reaction product. The product is: [Cl:1][C:2]1[C:8]([F:9])=[C:7]([CH:38]2[CH2:39][CH2:34]2)[C:6]([CH3:11])=[C:5]([F:12])[C:3]=1[NH2:4]. (8) Given the reactants [CH3:1][C:2]1[N:7]=[C:6]2[S:8][C:9]3[CH2:13][CH2:12][CH2:11][C:10]=3[C:5]2=[C:4]([C:14]([CH3:17])([CH3:16])[CH3:15])[C:3]=1[CH:18]([CH2:23][CH2:24][CH3:25])[C:19]([O:21]C)=[O:20].[OH-].[Na+].Cl, predict the reaction product. The product is: [CH3:1][C:2]1[N:7]=[C:6]2[S:8][C:9]3[CH2:13][CH2:12][CH2:11][C:10]=3[C:5]2=[C:4]([C:14]([CH3:17])([CH3:16])[CH3:15])[C:3]=1[CH:18]([CH2:23][CH2:24][CH3:25])[C:19]([OH:21])=[O:20].